From a dataset of Reaction yield outcomes from USPTO patents with 853,638 reactions. Predict the reaction yield, written as a fraction of the theoretical maximum amount of product (1.0 means a 100% yield; for example, 0.34 means a 34% yield). The reactants are [CH:1]1([N:6]2[C:14]3[CH:13]=[C:12]([C:15]4[CH:20]=[CH:19][C:18]([CH:21]=O)=[CH:17][C:16]=4[CH3:23])[CH:11]=[C:10]([C:24]([NH:26][CH2:27][C:28]4[C:29](=[O:36])[NH:30][C:31]([CH3:35])=[CH:32][C:33]=4[CH3:34])=[O:25])[C:9]=3[CH:8]=[N:7]2)[CH2:5][CH2:4][CH2:3][CH2:2]1.[NH:37]1[CH2:42][CH2:41][O:40][CH2:39][CH2:38]1.C(O)(=O)C.[BH3-]C#N.[Na+]. The catalyst is CO. The product is [CH:1]1([N:6]2[C:14]3[CH:13]=[C:12]([C:15]4[CH:20]=[CH:19][C:18]([CH2:21][N:37]5[CH2:42][CH2:41][O:40][CH2:39][CH2:38]5)=[CH:17][C:16]=4[CH3:23])[CH:11]=[C:10]([C:24]([NH:26][CH2:27][C:28]4[C:29](=[O:36])[NH:30][C:31]([CH3:35])=[CH:32][C:33]=4[CH3:34])=[O:25])[C:9]=3[CH:8]=[N:7]2)[CH2:2][CH2:3][CH2:4][CH2:5]1. The yield is 0.340.